From a dataset of Reaction yield outcomes from USPTO patents with 853,638 reactions. Predict the reaction yield, written as a fraction of the theoretical maximum amount of product (1.0 means a 100% yield; for example, 0.34 means a 34% yield). (1) The reactants are S([N:11]1[C:15]2[N:16]=[CH:17][C:18]3[N:19]([C:20]([CH2:23][C:24]4([CH2:28][NH2:29])[CH2:27][CH2:26][CH2:25]4)=[N:21][N:22]=3)[C:14]=2[CH:13]=[CH:12]1)(C1C=CC(C)=CC=1)(=O)=O.C(OC([NH:37][C:38]1([CH2:42][C:43](O)=[O:44])CCC1)=O)(C)(C)C.CCN=C=NCCCN(C)C.Cl.Cl.C(CC(O)=O)#N.C1C=CC2N(O)N=NC=2C=1.CCN(C(C)C)C(C)C. The catalyst is O1CCOCC1.CN(C=O)C.O. The product is [C:20]1([CH2:23][C:24]2([CH2:28][NH:29][C:43](=[O:44])[CH2:42][C:38]#[N:37])[CH2:25][CH2:26][CH2:27]2)[N:19]2[C:14]3[CH:13]=[CH:12][NH:11][C:15]=3[N:16]=[CH:17][C:18]2=[N:22][N:21]=1. The yield is 0.170. (2) The catalyst is C(O)C. The product is [CH3:1][C:2]1[CH:30]=[CH:29][C:5]([C:6]([NH:8][C:9]2[C:10]([C:20]([NH:22][CH2:23][CH2:24][C:25]([F:27])([F:28])[F:26])=[O:21])=[N:11][NH:12][CH:13]=2)=[O:7])=[CH:4][N:3]=1. The yield is 0.930. The reactants are [CH3:1][C:2]1[CH:30]=[CH:29][C:5]([C:6]([NH:8][C:9]2[C:10]([C:20]([NH:22][CH2:23][CH2:24][C:25]([F:28])([F:27])[F:26])=[O:21])=[N:11][N:12](C3CCCCO3)[CH:13]=2)=[O:7])=[CH:4][N:3]=1.O.C1(C)C=CC(S(O)(=O)=O)=CC=1.C(=O)([O-])O.[Na+]. (3) The reactants are [CH3:1][O:2][C:3]1[CH:11]=[C:10]2[C:6]([CH:7]=[CH:8][NH:9]2)=[CH:5][CH:4]=1.ClS([N:16]=[C:17]=O)(=O)=O. The catalyst is CN(C=O)C. The product is [CH3:1][O:2][C:3]1[CH:11]=[C:10]2[C:6]([C:7]([C:17]#[N:16])=[CH:8][NH:9]2)=[CH:5][CH:4]=1. The yield is 0.850. (4) The reactants are C([N:8](CC1C=CC=CC=1)[C@H:9]([C:15](=[O:19])[CH:16]([CH3:18])[CH3:17])[C:10]([O:12][CH2:13][CH3:14])=[O:11])C1C=CC=CC=1.[C:35](O[C:35]([O:37][C:38]([CH3:41])([CH3:40])[CH3:39])=[O:36])([O:37][C:38]([CH3:41])([CH3:40])[CH3:39])=[O:36]. The product is [C:38]([O:37][C:35]([NH:8][C@H:9]([C:15](=[O:19])[CH:16]([CH3:18])[CH3:17])[C:10]([O:12][CH2:13][CH3:14])=[O:11])=[O:36])([CH3:39])([CH3:40])[CH3:41]. The yield is 0.750. The catalyst is CCO.[OH-].[OH-].[Pd+2]. (5) The reactants are [CH:1]1([CH:7]2[CH2:19][C:18]3[C:17]4[C:12](=[CH:13][CH:14]=[C:15]([C:20]([N:22]([CH2:24][C:25]([NH:27][CH:28]5[CH2:30][CH2:29]5)=[O:26])[CH3:23])=[O:21])[CH:16]=4)[NH:11][C:10]=3[CH2:9][CH2:8]2)[CH2:6][CH2:5][CH2:4][CH2:3][CH2:2]1.[H-].[Na+].[CH:33]([S:36](Cl)(=[O:38])=[O:37])([CH3:35])[CH3:34]. The catalyst is CN(C=O)C. The product is [CH:1]1([CH:7]2[CH2:19][C:18]3[C:17]4[C:12](=[CH:13][CH:14]=[C:15]([C:20]([N:22]([CH2:24][C:25]([NH:27][CH:28]5[CH2:29][CH2:30]5)=[O:26])[CH3:23])=[O:21])[CH:16]=4)[N:11]([S:36]([CH:33]([CH3:35])[CH3:34])(=[O:38])=[O:37])[C:10]=3[CH2:9][CH2:8]2)[CH2:2][CH2:3][CH2:4][CH2:5][CH2:6]1. The yield is 0.350. (6) The yield is 0.500. No catalyst specified. The product is [CH3:29][C:24]1[C:23]([CH2:22][N:15]2[CH2:16][C:17](=[O:18])[N:13]([C:11]3[CH:10]=[N:9][N:8]([CH2:7][C:6]4[C:2]([CH3:1])=[N:3][O:4][C:5]=4[CH3:20])[CH:12]=3)[C:14]2=[O:19])=[C:27]([CH3:28])[O:26][N:25]=1. The reactants are [CH3:1][C:2]1[C:6]([CH2:7][N:8]2[CH:12]=[C:11]([N:13]3[C:17](=[O:18])[CH2:16][NH:15][C:14]3=[O:19])[CH:10]=[N:9]2)=[C:5]([CH3:20])[O:4][N:3]=1.Cl[CH2:22][C:23]1[C:24]([CH3:29])=[N:25][O:26][C:27]=1[CH3:28]. (7) The reactants are [OH:1][C:2]1[CH:3]=[C:4]2[C:8](=[CH:9][CH:10]=1)[NH:7][C:6]([C:11]([O:13][CH2:14][CH3:15])=[O:12])=[CH:5]2.[CH3:16][C:17]1[S:21][C:20]([C:22]2[CH:27]=[CH:26][CH:25]=[CH:24][CH:23]=2)=[N:19][C:18]=1[CH2:28][CH2:29]O.C1(P(C2C=CC=CC=2)C2C=CC=CC=2)C=CC=CC=1.N(C(N1CCCCC1)=O)=NC(N1CCCCC1)=O. The catalyst is O1CCCC1.C(OCC)(=O)C. The product is [CH3:16][C:17]1[S:21][C:20]([C:22]2[CH:23]=[CH:24][CH:25]=[CH:26][CH:27]=2)=[N:19][C:18]=1[CH2:28][CH2:29][O:1][C:2]1[CH:3]=[C:4]2[C:8](=[CH:9][CH:10]=1)[NH:7][C:6]([C:11]([O:13][CH2:14][CH3:15])=[O:12])=[CH:5]2. The yield is 0.530. (8) The reactants are [CH3:1][C:2]1([O:12][C:13](=[O:20])[CH2:14][O:15][C:16](=[O:19])[CH2:17][OH:18])[CH:9]2[CH2:10][CH:5]3[CH2:6][CH:7]([CH2:11][CH:3]1[CH2:4]3)[CH2:8]2.C(N(CC)CC)C.COC1C=CC(O)=CC=1.[C:37](Cl)(=[O:41])[C:38]([CH3:40])=[CH2:39]. The catalyst is C(OCC)C.C1COCC1. The product is [C:37]([O:18][CH2:17][C:16]([O:15][CH2:14][C:13]([O:12][C:2]1([CH3:1])[CH:9]2[CH2:8][CH:7]3[CH2:6][CH:5]([CH2:4][CH:3]1[CH2:11]3)[CH2:10]2)=[O:20])=[O:19])(=[O:41])[C:38]([CH3:40])=[CH2:39]. The yield is 0.970. (9) The reactants are [O:1]=[C:2]1[N:7]([CH2:8][CH2:9][CH:10]2[CH2:15][CH2:14][O:13][CH2:12][CH2:11]2)[C:6]2[N:16]=[C:17]([C:20]3[CH:25]=[CH:24][N:23]=[C:22]4[N:26](C(OC(C)(C)C)=O)[CH:27]=[CH:28][C:21]=34)[CH:18]=[N:19][C:5]=2[NH:4][CH2:3]1. The product is [NH:26]1[C:22]2=[N:23][CH:24]=[CH:25][C:20]([C:17]3[N:16]=[C:6]4[N:7]([CH2:8][CH2:9][CH:10]5[CH2:15][CH2:14][O:13][CH2:12][CH2:11]5)[C:2](=[O:1])[CH2:3][NH:4][C:5]4=[N:19][CH:18]=3)=[C:21]2[CH:28]=[CH:27]1. The catalyst is Cl. The yield is 0.630.